From a dataset of Reaction yield outcomes from USPTO patents with 853,638 reactions. Predict the reaction yield, written as a fraction of the theoretical maximum amount of product (1.0 means a 100% yield; for example, 0.34 means a 34% yield). (1) The reactants are [CH:1]1([CH2:6][CH:7]([N:11]2[C:16](=[O:17])[CH:15]=[C:14]([O:18][C:19]3[CH:24]=[CH:23][CH:22]=[C:21]([F:25])[C:20]=3[F:26])[CH:13]=[N:12]2)[C:8](O)=[O:9])[CH2:5][CH2:4][CH2:3][CH2:2]1.[NH2:27][C:28]1[CH:32]=[CH:31][N:30]([CH2:33][C:34]([CH3:37])([OH:36])[CH3:35])[N:29]=1. No catalyst specified. The product is [CH:1]1([CH2:6][CH:7]([N:11]2[C:16](=[O:17])[CH:15]=[C:14]([O:18][C:19]3[CH:24]=[CH:23][CH:22]=[C:21]([F:25])[C:20]=3[F:26])[CH:13]=[N:12]2)[C:8]([NH:27][C:28]2[CH:32]=[CH:31][N:30]([CH2:33][C:34]([OH:36])([CH3:37])[CH3:35])[N:29]=2)=[O:9])[CH2:2][CH2:3][CH2:4][CH2:5]1. The yield is 0.530. (2) The reactants are [CH2:1]([C:5]1[N:6]=[C:7]([CH3:27])[NH:8][C:9](=[O:26])[C:10]=1[CH2:11][C:12]1[CH:17]=[CH:16][C:15]([C:18]2[C:19]([C:24]#[N:25])=[CH:20][CH:21]=[CH:22][CH:23]=2)=[CH:14][CH:13]=1)[CH2:2][CH2:3][CH3:4].[H-].[Na+].CN(C)C=O.Br[CH2:36][C:37]1[CH:42]=[CH:41][CH:40]=[CH:39][C:38]=1[Cl:43]. The yield is 0.450. The product is [CH2:1]([C:5]1[N:6]=[C:7]([CH3:27])[N:8]([CH2:36][C:37]2[CH:42]=[CH:41][CH:40]=[CH:39][C:38]=2[Cl:43])[C:9](=[O:26])[C:10]=1[CH2:11][C:12]1[CH:17]=[CH:16][C:15]([C:18]2[C:19]([C:24]#[N:25])=[CH:20][CH:21]=[CH:22][CH:23]=2)=[CH:14][CH:13]=1)[CH2:2][CH2:3][CH3:4]. The catalyst is C(OCC)(=O)C. (3) The reactants are [NH2:1][C:2]1[N:3]=[CH:4][C:5]2[S:10][C:9](=[O:11])[NH:8][C:6]=2[N:7]=1.C(O)(=O)C.C(O)(=O)C.C(O)(=O)C.C(O)(=O)C.C(O[C@@H:32]1[O:44][C@H:43]([CH2:45][O:46][C:47](=[O:49])[CH3:48])[C@@H:38]([O:39][C:40](=[O:42])[CH3:41])[C@H:33]1[O:34][C:35](=[O:37])[CH3:36])(=O)C. No catalyst specified. The product is [NH2:1][C:2]1[N:3]=[CH:4][C:5]2[S:10][C:9](=[O:11])[N:8]([C@@H:32]3[O:44][C@H:43]([CH2:45][O:46][C:47](=[O:49])[CH3:48])[C@@H:38]([O:39][C:40](=[O:42])[CH3:41])[C@H:33]3[O:34][C:35](=[O:37])[CH3:36])[C:6]=2[N:7]=1. The yield is 0.400. (4) The reactants are [NH:1]1[CH2:11][CH2:10][CH:4]([C:5]([O:7][CH2:8][CH3:9])=[O:6])[CH2:3][CH2:2]1.[CH2:12]([O:14][C:15]([N:17]1[CH2:23][CH2:22][CH2:21][C:20](=O)[CH2:19][CH2:18]1)=[O:16])[CH3:13].C(O)(=O)C. The catalyst is C(Cl)Cl.CC(C)[O-].[Ti+4].CC(C)[O-].CC(C)[O-].CC(C)[O-]. The product is [CH2:8]([O:7][C:5]([CH:4]1[CH2:3][CH2:2][N:1]([CH:20]2[CH2:21][CH2:22][CH2:23][N:17]([C:15]([O:14][CH2:12][CH3:13])=[O:16])[CH2:18][CH2:19]2)[CH2:11][CH2:10]1)=[O:6])[CH3:9]. The yield is 0.480.